This data is from Catalyst prediction with 721,799 reactions and 888 catalyst types from USPTO. The task is: Predict which catalyst facilitates the given reaction. (1) Reactant: [C:1](Cl)(=[O:3])[CH3:2].[NH2:5][C:6]1[C:11]2[N:12]=[C:13]([OH:19])[N:14]([CH2:15][CH2:16][CH2:17][NH2:18])[C:10]=2[CH:9]=[C:8]([CH2:20][CH2:21][CH2:22][CH2:23][CH3:24])[N:7]=1.C(N(CC)CC)C. Product: [NH2:5][C:6]1[C:11]2[N:12]=[C:13]([OH:19])[N:14]([CH2:15][CH2:16][CH2:17][NH:18][C:1](=[O:3])[CH3:2])[C:10]=2[CH:9]=[C:8]([CH2:20][CH2:21][CH2:22][CH2:23][CH3:24])[N:7]=1. The catalyst class is: 4. (2) Reactant: [F:1][C:2]1[C:7]([F:8])=[C:6]([C:9]#[C:10][C:11]2[CH:17]=[CH:16][C:14]([NH2:15])=[CH:13][CH:12]=2)[C:5]([F:18])=[C:4]([F:19])[N:3]=1.[C:20](OC(=O)C)(=[O:22])[CH3:21].CCN(CC)CC. Product: [F:1][C:2]1[C:7]([F:8])=[C:6]([C:9]#[C:10][C:11]2[CH:17]=[CH:16][C:14]([NH:15][C:20](=[O:22])[CH3:21])=[CH:13][CH:12]=2)[C:5]([F:18])=[C:4]([F:19])[N:3]=1. The catalyst class is: 2. (3) Reactant: [CH3:1][C:2]([CH3:22])([CH3:21])[C@@H:3]([N:7]1[C:16](=[O:17])[C:15]2=[CH:18][NH:19][C:13]3[C:14]2=[C:9]([C:10]([CH3:20])=[CH:11][N:12]=3)[CH2:8]1)[C:4]([OH:6])=O.CN1CCOCC1.CCN=C=[N:34][CH2:35][CH2:36][CH2:37][N:38]([CH3:40])C.Cl.C1C=C2N=NN(O)C2=CC=1.O.Cl.N1CC(C#N)C1. Product: [CH3:22][C:2]([CH3:21])([CH3:1])[C@@H:3]([N:7]1[C:16](=[O:17])[C:15]2=[CH:18][NH:19][C:13]3[C:14]2=[C:9]([C:10]([CH3:20])=[CH:11][N:12]=3)[CH2:8]1)[C:4]([N:38]1[CH2:37][CH:36]([C:35]#[N:34])[CH2:40]1)=[O:6]. The catalyst class is: 241. (4) Reactant: [C:1]([N:3]=[C:4](SC)[N:5]([CH:7]1[CH2:12][CH2:11][CH2:10][CH2:9][CH2:8]1)[CH3:6])#[N:2].O.[NH2:16][NH2:17]. Product: [CH:7]1([N:5]([CH3:6])[C:4]2[NH:3][C:1]([NH2:2])=[N:17][N:16]=2)[CH2:12][CH2:11][CH2:10][CH2:9][CH2:8]1. The catalyst class is: 23.